Task: Predict the reaction yield, written as a fraction of the theoretical maximum amount of product (1.0 means a 100% yield; for example, 0.34 means a 34% yield).. Dataset: Reaction yield outcomes from USPTO patents with 853,638 reactions (1) The catalyst is CN(C1C=CN=CC=1)C.C(#N)C.C(OCC)(=O)C. The reactants are [C:9](O[C:9]([O:11][C:12]([CH3:15])([CH3:14])[CH3:13])=[O:10])([O:11][C:12]([CH3:15])([CH3:14])[CH3:13])=[O:10].[NH:16]1[C:24]2[CH:23]=[CH:22][CH:21]=[C:20]([C:25]([O:27][CH3:28])=[O:26])[C:19]=2[CH:18]=[CH:17]1. The product is [N:16]1([C:9]([O:11][C:12]([CH3:13])([CH3:14])[CH3:15])=[O:10])[C:24]2[CH:23]=[CH:22][CH:21]=[C:20]([C:25]([O:27][CH3:28])=[O:26])[C:19]=2[CH:18]=[CH:17]1. The yield is 1.00. (2) The reactants are [Cl:1][C:2]1[CH:3]=[C:4]2[C:9](=[CH:10][CH:11]=1)[N:8]=[CH:7][C:6]([CH2:12][OH:13])=[C:5]2[NH:14][C:15]1[CH:20]=[CH:19][C:18]([N:21]2[CH2:26][CH2:25][N:24]([C:27]([O:29][C:30]([CH3:33])([CH3:32])[CH3:31])=[O:28])[CH2:23][CH2:22]2)=[C:17]([C:34]([F:37])([F:36])[F:35])[CH:16]=1.Cl[C:39](Cl)([O:41]C(=O)OC(Cl)(Cl)Cl)Cl.CCN(CC)CC. The catalyst is ClCCl. The product is [Cl:1][C:2]1[CH:11]=[CH:10][C:9]2[N:8]=[CH:7][C:6]3[CH2:12][O:13][C:39](=[O:41])[N:14]([C:15]4[CH:20]=[CH:19][C:18]([N:21]5[CH2:22][CH2:23][N:24]([C:27]([O:29][C:30]([CH3:33])([CH3:32])[CH3:31])=[O:28])[CH2:25][CH2:26]5)=[C:17]([C:34]([F:37])([F:35])[F:36])[CH:16]=4)[C:5]=3[C:4]=2[CH:3]=1. The yield is 0.570.